The task is: Predict the reactants needed to synthesize the given product.. This data is from Full USPTO retrosynthesis dataset with 1.9M reactions from patents (1976-2016). (1) Given the product [CH3:31][S:32]([C:2]1[CH:7]=[CH:6][C:5]([C:8]2[C:9]([C:26]3[S:27][CH:28]=[CH:29][CH:30]=3)=[C:10]([C:14]([C:16]([C:18]3[CH:23]=[CH:22][C:21]([CH3:24])=[C:20]([F:25])[CH:19]=3)=[O:17])=[O:15])[CH:11]=[CH:12][CH:13]=2)=[CH:4][CH:3]=1)(=[O:34])=[O:33], predict the reactants needed to synthesize it. The reactants are: F[C:2]1[CH:7]=[CH:6][C:5]([C:8]2[C:9]([C:26]3[S:27][CH:28]=[CH:29][CH:30]=3)=[C:10]([C:14]([C:16]([C:18]3[CH:23]=[CH:22][C:21]([CH3:24])=[C:20]([F:25])[CH:19]=3)=[O:17])=[O:15])[CH:11]=[CH:12][CH:13]=2)=[CH:4][CH:3]=1.[CH3:31][S:32]([O-:34])=[O:33].[Na+].O. (2) Given the product [CH2:7]([N:9]1[CH2:14][CH2:13][N:12]([C:2]([CH3:6])([CH3:5])[CH:3]=[O:4])[CH2:11][CH2:10]1)[CH3:8], predict the reactants needed to synthesize it. The reactants are: Br[C:2]([CH3:6])([CH3:5])[CH:3]=[O:4].[CH2:7]([N:9]1[CH2:14][CH2:13][NH:12][CH2:11][CH2:10]1)[CH3:8].Cl.[OH-].[K+].